Dataset: Experimentally validated miRNA-target interactions with 360,000+ pairs, plus equal number of negative samples. Task: Binary Classification. Given a miRNA mature sequence and a target amino acid sequence, predict their likelihood of interaction. The miRNA is hsa-miR-5590-3p with sequence AAUAAAGUUCAUGUAUGGCAA. The protein sequence of the target gene is MVLWESPRQCSSWTLCEGFCWLLLLPVMLLIVARPVKLAAFPTSLSDCQTPTGWNCSGYDDRENDLFLCDTNTCKFDGECLRIGDTVTCVCQFKCNNDYVPVCGSNGESYQNECYLRQAACKQQSEILVVSEGSCATDAGSGSGDGVHEGSGETSQKETSTCDICQFGAECDEDAEDVWCVCNIDCSQTNFNPLCASDGKSYDNACQIKEASCQKQEKIEVMSLGRCQDNTTTTTKSEDGHYARTDYAENANKLEESAREHHIPCPEHYNGFCMHGKCEHSINMQEPSCRCDAGYTGQHC.... Result: 0 (no interaction).